Predict which catalyst facilitates the given reaction. From a dataset of Catalyst prediction with 721,799 reactions and 888 catalyst types from USPTO. (1) Reactant: C[O:2][C:3](=[O:39])[C:4]1[CH:9]=[CH:8][C:7]([CH:10]([NH:25][C:26]([NH:28][C@H:29]2[CH2:34][CH2:33][C@H:32]([C:35]([CH3:38])([CH3:37])[CH3:36])[CH2:31][CH2:30]2)=[O:27])[C:11]2[CH:16]=[C:15]([C:17]([F:20])([F:19])[F:18])[CH:14]=[C:13]([C:21]([F:24])([F:23])[F:22])[CH:12]=2)=[CH:6][CH:5]=1.[F:18][C:17]([F:19])([F:20])[C:15]1[CH:16]=[C:11]([CH:10]([NH:25][C:26]([NH:28][C@H:29]2[CH2:30][CH2:31][C@H:32]([C:35]([CH3:36])([CH3:38])[CH3:37])[CH2:33][CH2:34]2)=[O:27])[C:7]2[CH:6]=[CH:5][C:4]([C:3]([OH:2])=[O:39])=[CH:9][CH:8]=2)[CH:12]=[C:13]([C:21]([F:23])([F:24])[F:22])[CH:14]=1.[OH-].[Na+].C(OCC)(=O)C. Product: [F:18][C:17]([F:19])([F:20])[C:15]1[CH:16]=[C:11]([CH:10]([NH:25][C:26]([NH:28][C@H:29]2[CH2:30][CH2:31][C@H:32]([C:35]([CH3:36])([CH3:37])[CH3:38])[CH2:33][CH2:34]2)=[O:27])[C:7]2[CH:6]=[CH:5][C:4]([C:3]([OH:39])=[O:2])=[CH:9][CH:8]=2)[CH:12]=[C:13]([C:21]([F:22])([F:23])[F:24])[CH:14]=1. The catalyst class is: 8. (2) Reactant: [F:1][C:2]1[CH:3]=[C:4]([OH:25])[CH:5]=[CH:6][C:7]=1[C:8]1[N:9]=[N:10][C:11]([O:14][CH:15]2[CH2:20][C:19]([CH3:22])([CH3:21])[NH:18][C:17]([CH3:24])([CH3:23])[CH2:16]2)=[CH:12][CH:13]=1.C1C=CC(N([S:33]([C:36]([F:39])([F:38])[F:37])(=[O:35])=[O:34])[S:33]([C:36]([F:39])([F:38])[F:37])(=[O:35])=[O:34])=CC=1.C([O-])([O-])=O.[K+].[K+]. Product: [F:37][C:36]([F:39])([F:38])[S:33]([O:25][C:4]1[CH:5]=[CH:6][C:7]([C:8]2[N:9]=[N:10][C:11]([O:14][CH:15]3[CH2:16][C:17]([CH3:24])([CH3:23])[NH:18][C:19]([CH3:21])([CH3:22])[CH2:20]3)=[CH:12][CH:13]=2)=[C:2]([F:1])[CH:3]=1)(=[O:35])=[O:34]. The catalyst class is: 1. (3) Reactant: [CH3:1]C(C)([O-])C.[K+].CP(C1C=CC=CC=1)(C1C=CC=CC=1)C1C=CC=CC=1.[CH3:27][C:28]1[CH:33]=[C:32]([CH3:34])[N:31]=[C:30]([O:35][CH3:36])[C:29]=1[CH:37]=O. Product: [CH3:36][O:35][C:30]1[C:29]([CH:37]=[CH2:1])=[C:28]([CH3:27])[CH:33]=[C:32]([CH3:34])[N:31]=1. The catalyst class is: 11. (4) Reactant: C([O:8][C:9]1[C:18]2[C:13](=[CH:14][C:15]([NH:19][C:20]3[C:28]4[C:23](=[CH:24][N:25]=[CH:26][CH:27]=4)[O:22][C:21]=3[C:29]([O:31][CH2:32][CH3:33])=[O:30])=[CH:16][CH:17]=2)[CH:12]=[N:11][CH:10]=1)C1C=CC=CC=1. Product: [OH:8][C:9]1[C:18]2[C:13](=[CH:14][C:15]([NH:19][C:20]3[C:28]4[C:23](=[CH:24][N:25]=[CH:26][CH:27]=4)[O:22][C:21]=3[C:29]([O:31][CH2:32][CH3:33])=[O:30])=[CH:16][CH:17]=2)[CH:12]=[N:11][CH:10]=1. The catalyst class is: 13. (5) Reactant: [NH:1]1[CH2:6][CH2:5][CH:4]([C:7]([O:9][CH2:10][CH3:11])=[O:8])[CH2:3][CH2:2]1.ClC[C:14]1[CH:19]=[CH:18][N:17]=[C:16]([C:20]2[CH:25]=[C:24]([O:26][CH3:27])[C:23]([O:28][CH3:29])=[C:22]([O:30][CH3:31])[CH:21]=2)[CH:15]=1.[C:32](=O)([O-])[O-].[K+].[K+]. Product: [CH3:27][O:26][C:24]1[CH:25]=[C:20]([C:16]2[C:15]([CH2:32][N:1]3[CH2:6][CH2:5][CH:4]([C:7]([O:9][CH2:10][CH3:11])=[O:8])[CH2:3][CH2:2]3)=[CH:14][CH:19]=[CH:18][N:17]=2)[CH:21]=[C:22]([O:30][CH3:31])[C:23]=1[O:28][CH3:29]. The catalyst class is: 10. (6) Reactant: O1CCCC1.[C:6]1([NH:12][C:13]2[CH:18]=[CH:17][C:16]([CH2:19][C:20](Cl)=[N:21][OH:22])=[CH:15][CH:14]=2)[CH:11]=[CH:10][CH:9]=[CH:8][CH:7]=1.[C:24]([C:26]1[C:27]([NH2:32])=[N:28][CH:29]=[CH:30][CH:31]=1)#[CH:25].C(N(CC)CC)C. Product: [C:6]1([NH:12][C:13]2[CH:18]=[CH:17][C:16]([CH2:19][C:20]3[CH:25]=[C:24]([C:26]4[C:27]([NH2:32])=[N:28][CH:29]=[CH:30][CH:31]=4)[O:22][N:21]=3)=[CH:15][CH:14]=2)[CH:11]=[CH:10][CH:9]=[CH:8][CH:7]=1. The catalyst class is: 6. (7) Reactant: C[O:2][C:3]([C:5]1[N:6]([CH3:14])[C:7]2[C:12]([CH:13]=1)=[CH:11][CH:10]=[CH:9][CH:8]=2)=[O:4].O[Li].O. Product: [CH3:14][N:6]1[C:7]2[C:12](=[CH:11][CH:10]=[CH:9][CH:8]=2)[CH:13]=[C:5]1[C:3]([OH:4])=[O:2]. The catalyst class is: 20.